Task: Predict the reaction yield, written as a fraction of the theoretical maximum amount of product (1.0 means a 100% yield; for example, 0.34 means a 34% yield).. Dataset: Reaction yield outcomes from USPTO patents with 853,638 reactions (1) The reactants are Cl[C:2]1[CH:7]=[C:6]([N:8]([CH2:17][O:18][CH2:19][CH2:20][Si:21]([CH3:24])([CH3:23])[CH3:22])[CH2:9][O:10][CH2:11][CH2:12][Si:13]([CH3:16])([CH3:15])[CH3:14])[N:5]2[N:25]=[CH:26][CH:27]=[C:4]2[N:3]=1.C([Sn]([C:41]#[N:42])(CCCC)CCCC)CCC. The catalyst is [Pd].C1(P(C2C=CC=CC=2)C2C=CC=CC=2)C=CC=CC=1.C1(P(C2C=CC=CC=2)C2C=CC=CC=2)C=CC=CC=1.C1(P(C2C=CC=CC=2)C2C=CC=CC=2)C=CC=CC=1.C1(P(C2C=CC=CC=2)C2C=CC=CC=2)C=CC=CC=1.[Pd].C(P(C(C)(C)C)C(C)(C)C)(C)(C)C.C(P(C(C)(C)C)C(C)(C)C)(C)(C)C. The product is [CH3:14][Si:13]([CH3:16])([CH3:15])[CH2:12][CH2:11][O:10][CH2:9][N:8]([CH2:17][O:18][CH2:19][CH2:20][Si:21]([CH3:24])([CH3:23])[CH3:22])[C:6]1[N:5]2[N:25]=[CH:26][CH:27]=[C:4]2[N:3]=[C:2]([C:41]#[N:42])[CH:7]=1. The yield is 0.900. (2) The reactants are [O:1]1[CH:5]=[CH:4][C:3]([C:6]2[CH:17]=[CH:16][CH:15]=[C:14]([CH3:18])[C:7]=2[O:8][CH2:9][C:10](OC)=[O:11])=[CH:2]1.[NH2:19][NH2:20]. The catalyst is CCO. The product is [O:1]1[CH:5]=[CH:4][C:3]([C:6]2[CH:17]=[CH:16][CH:15]=[C:14]([CH3:18])[C:7]=2[O:8][CH2:9][C:10]([NH:19][NH2:20])=[O:11])=[CH:2]1. The yield is 0.830. (3) The reactants are CC([O-])(C)C.[K+].CC1C=CC(S([CH2:17][N+:18]#[C-])(=O)=O)=CC=1.[Cl:20][C:21]1[CH:22]=[C:23]([CH:26]=[CH:27][C:28]=1[O:29][CH3:30])[CH:24]=O.CO. The catalyst is C1COCC1.O. The product is [Cl:20][C:21]1[CH:22]=[C:23]([CH2:24][C:17]#[N:18])[CH:26]=[CH:27][C:28]=1[O:29][CH3:30]. The yield is 0.830.